From a dataset of Peptide-MHC class I binding affinity with 185,985 pairs from IEDB/IMGT. Regression. Given a peptide amino acid sequence and an MHC pseudo amino acid sequence, predict their binding affinity value. This is MHC class I binding data. (1) The peptide sequence is IYMLAGNYS. The MHC is HLA-A02:06 with pseudo-sequence HLA-A02:06. The binding affinity (normalized) is 0.0596. (2) The peptide sequence is LPGPQVTAVLLHEES. The MHC is HLA-A68:01 with pseudo-sequence HLA-A68:01. The binding affinity (normalized) is 0.00615. (3) The peptide sequence is CLIFLLVLL. The MHC is HLA-A31:01 with pseudo-sequence HLA-A31:01. The binding affinity (normalized) is 0.362.